From a dataset of Forward reaction prediction with 1.9M reactions from USPTO patents (1976-2016). Predict the product of the given reaction. (1) Given the reactants [F:1][C:2]1[C:3]([C:31]2[CH:36]=[CH:35][N:34]=[C:33]([C:37]([F:40])([F:39])[F:38])[CH:32]=2)=[N:4][CH:5]=[C:6]([CH2:8][NH:9][C:10]([C:12]2[N:17]=[CH:16][C:15]([N:18]3[CH2:23][CH2:22][N:21](C(OC(C)(C)C)=O)[CH2:20][CH2:19]3)=[CH:14][CH:13]=2)=[O:11])[CH:7]=1.C(O)(C(F)(F)F)=O, predict the reaction product. The product is: [F:1][C:2]1[C:3]([C:31]2[CH:36]=[CH:35][N:34]=[C:33]([C:37]([F:40])([F:38])[F:39])[CH:32]=2)=[N:4][CH:5]=[C:6]([CH2:8][NH:9][C:10](=[O:11])[C:12]2[CH:13]=[CH:14][C:15]([N:18]3[CH2:23][CH2:22][NH:21][CH2:20][CH2:19]3)=[CH:16][N:17]=2)[CH:7]=1. (2) The product is: [BrH:33].[N:1]1([CH2:6][CH2:7][NH:8][C:9]([C:11]2[N:12]([CH3:32])[C:13]3[C:21]([C:22]=2[Br:33])=[C:20]2[C:16]([C:17](=[O:24])[NH:18][C:19]2=[O:23])=[C:15]([C:25]2[CH:30]=[CH:29][CH:28]=[CH:27][C:26]=2[Cl:31])[CH:14]=3)=[O:10])[CH2:2][CH2:3][CH2:4][CH2:5]1. Given the reactants [N:1]1([CH2:6][CH2:7][NH:8][C:9]([C:11]2[N:12]([CH3:32])[C:13]3[C:21]([CH:22]=2)=[C:20]2[C:16]([C:17](=[O:24])[NH:18][C:19]2=[O:23])=[C:15]([C:25]2[CH:30]=[CH:29][CH:28]=[CH:27][C:26]=2[Cl:31])[CH:14]=3)=[O:10])[CH2:5][CH2:4][CH2:3][CH2:2]1.[Br:33]Br, predict the reaction product. (3) Given the reactants [CH3:1][N:2]1[C@@:6]2([CH2:14][C:13]3[C:8](=[CH:9][CH:10]=[C:11]([NH:15][C:16](=[O:30])[CH2:17][NH:18][CH2:19][C:20]4[CH:29]=[CH:28][C:27]5[C:22](=[CH:23][CH:24]=[CH:25][CH:26]=5)[CH:21]=4)[CH:12]=3)[CH2:7]2)[C:5](=[O:31])[NH:4][C:3]1=[O:32].[Cl:33][CH2:34][C:35]([CH3:40])([CH3:39])[C:36](Cl)=[O:37].C(N(CC)CC)C, predict the reaction product. The product is: [Cl:33][CH2:34][C:35]([CH3:40])([CH3:39])[C:36]([N:18]([CH2:17][C:16]([NH:15][C:11]1[CH:12]=[C:13]2[C:8](=[CH:9][CH:10]=1)[CH2:7][C@@:6]1([C:5](=[O:31])[NH:4][C:3](=[O:32])[N:2]1[CH3:1])[CH2:14]2)=[O:30])[CH2:19][C:20]1[CH:29]=[CH:28][C:27]2[C:22](=[CH:23][CH:24]=[CH:25][CH:26]=2)[CH:21]=1)=[O:37]. (4) Given the reactants [Cl:1][C:2]1[CH:6]=[CH:5][NH:4][C:3]=1[C:7]([O:9][CH3:10])=[O:8].[H-].[Na+].[N+:13](C1C=C([N+]([O-])=O)C=CC=1ON)([O-])=O.Cl, predict the reaction product. The product is: [ClH:1].[NH2:13][N:4]1[CH:5]=[CH:6][C:2]([Cl:1])=[C:3]1[C:7]([O:9][CH3:10])=[O:8]. (5) The product is: [Cl:1][C:2]1[C:3]([C:13]#[N:14])=[N:4][CH:5]=[CH:6][CH:7]=1. Given the reactants [Cl:1][C:2]1[CH:3]=[N+:4]([O-])[CH:5]=[CH:6][CH:7]=1.C[Si]([C:13]#[N:14])(C)C.CCN(CC)CC, predict the reaction product. (6) Given the reactants C([O:8][CH2:9][CH2:10][CH2:11][CH2:12][O:13][C:14]1[CH:15]=[C:16]([CH:37]=[CH:38][CH:39]=1)[CH2:17][NH:18][C:19]1[N:23]([C@@H:24]2[O:30][C@H:29]([CH2:31][OH:32])[C@@H:27]([OH:28])[C@H:25]2[OH:26])[C:22]2[CH:33]=[CH:34][CH:35]=[CH:36][C:21]=2[N:20]=1)C1C=CC=CC=1, predict the reaction product. The product is: [OH:8][CH2:9][CH2:10][CH2:11][CH2:12][O:13][C:14]1[CH:15]=[C:16]([CH:37]=[CH:38][CH:39]=1)[CH2:17][NH:18][C:19]1[N:23]([C@@H:24]2[O:30][C@H:29]([CH2:31][OH:32])[C@@H:27]([OH:28])[C@H:25]2[OH:26])[C:22]2[CH:33]=[CH:34][CH:35]=[CH:36][C:21]=2[N:20]=1.